From a dataset of Reaction yield outcomes from USPTO patents with 853,638 reactions. Predict the reaction yield, written as a fraction of the theoretical maximum amount of product (1.0 means a 100% yield; for example, 0.34 means a 34% yield). (1) The yield is 0.990. The catalyst is ClC(Cl)C. The reactants are [CH3:1][N:2]([C:10]1[CH:11]=[N:12][N:13]([C:15]2[CH:16]=[N:17][CH:18]=[CH:19][CH:20]=2)[CH:14]=1)[C:3](=[O:9])[O:4][C:5]([CH3:8])([CH3:7])[CH3:6].[Br:21]N1C(=O)CCC1=O. The product is [Br:21][C:14]1[N:13]([C:15]2[CH:16]=[N:17][CH:18]=[CH:19][CH:20]=2)[N:12]=[CH:11][C:10]=1[N:2]([CH3:1])[C:3](=[O:9])[O:4][C:5]([CH3:8])([CH3:6])[CH3:7]. (2) The reactants are [Cl:1][C:2]1[CH:7]=[CH:6][C:5]([NH:8][C:9](=[O:12])OC)=[C:4]([C:13]#[N:14])[CH:3]=1.[CH:15]([NH:17]N)=O.C[N:20]1CCCC1=O. No catalyst specified. The product is [Cl:1][C:2]1[CH:7]=[CH:6][C:5]2[NH:8][C:9](=[O:12])[N:14]3[N:20]=[CH:15][N:17]=[C:13]3[C:4]=2[CH:3]=1. The yield is 0.850. (3) The reactants are [CH3:1][O:2][C:3]1[C:4]2[C:17]([C:18]3[CH:23]=[CH:22][CH:21]=[CH:20][CH:19]=3)=[C:16]([C:24]3[CH:29]=[CH:28][C:27]([C:30]4([NH:34][C:35](=[O:41])[O:36][C:37]([CH3:40])([CH3:39])[CH3:38])[CH2:33][CH2:32][CH2:31]4)=[CH:26][CH:25]=3)[O:15][C:5]=2[N:6]=[C:7](N2CCOCC2)[N:8]=1.COC1C2C(C3C=CC=CC=3)=C(C3C=CC(C4(NC(=O)OC(C)(C)C)CCC4)=CC=3)OC=2N=C(S(C)(=O)=O)N=1.[CH3:81][N:82]1[CH2:87][CH2:86][N:85]([CH2:88][CH2:89][NH2:90])[CH2:84][CH2:83]1. No catalyst specified. The product is [CH3:1][O:2][C:3]1[C:4]2[C:17]([C:18]3[CH:19]=[CH:20][CH:21]=[CH:22][CH:23]=3)=[C:16]([C:24]3[CH:29]=[CH:28][C:27]([C:30]4([NH:34][C:35](=[O:41])[O:36][C:37]([CH3:38])([CH3:39])[CH3:40])[CH2:33][CH2:32][CH2:31]4)=[CH:26][CH:25]=3)[O:15][C:5]=2[N:6]=[C:7]([NH:90][CH2:89][CH2:88][N:85]2[CH2:86][CH2:87][N:82]([CH3:81])[CH2:83][CH2:84]2)[N:8]=1. The yield is 0.740. (4) The reactants are [Br:1]Br.[F:3][C:4]1[CH:9]=[CH:8][C:7]([S:10]([CH3:13])(=[O:12])=[O:11])=[CH:6][C:5]=1[N+:14]([O-:16])=[O:15].[N+]([O-])(O)=O. The catalyst is S(=O)(=O)(O)O. The product is [Br:1][C:9]1[CH:8]=[C:7]([S:10]([CH3:13])(=[O:12])=[O:11])[CH:6]=[C:5]([N+:14]([O-:16])=[O:15])[C:4]=1[F:3]. The yield is 0.300. (5) The reactants are [I:1][C:2]1[CH:7]=[CH:6][C:5]([NH:8][C:9]([NH:11][C:12]2[CH:17]=[CH:16][C:15]([CH3:18])=[CH:14][CH:13]=2)=[S:10])=[CH:4][CH:3]=1.BrBr.S(=O)(O)O.[OH-].[NH4+]. The catalyst is C(Cl)(Cl)Cl. The product is [I:1][C:2]1[CH:7]=[CH:6][C:5]([NH:8][C:9]2[S:10][C:17]3[CH:16]=[C:15]([CH3:18])[CH:14]=[CH:13][C:12]=3[N:11]=2)=[CH:4][CH:3]=1. The yield is 0.970. (6) The reactants are C(OC(=O)[NH:7][CH:8]1[CH2:13][CH2:12][N:11]([CH2:14][CH2:15][CH2:16][N:17]2[C:25](=[O:26])[NH:24][C:23]3[C:18]2=[N:19][C:20]([O:28][CH2:29][CH2:30][CH2:31][CH3:32])=[N:21][C:22]=3[NH2:27])[CH2:10][CH2:9]1)(C)(C)C.Cl.CO.[CH3:37][O:38][C:39](=[O:49])[CH2:40][C:41]1[CH:46]=[CH:45][C:44]([CH:47]=O)=[CH:43][CH:42]=1.C([BH3-])#N.[Na+].C(=O)([O-])[O-].[Na+].[Na+]. The catalyst is CO. The product is [CH3:37][O:38][C:39](=[O:49])[CH2:40][C:41]1[CH:42]=[CH:43][C:44]([CH2:47][NH:7][CH:8]2[CH2:13][CH2:12][N:11]([CH2:14][CH2:15][CH2:16][N:17]3[C:25](=[O:26])[NH:24][C:23]4[C:18]3=[N:19][C:20]([O:28][CH2:29][CH2:30][CH2:31][CH3:32])=[N:21][C:22]=4[NH2:27])[CH2:10][CH2:9]2)=[CH:45][CH:46]=1. The yield is 0.820.